Dataset: Forward reaction prediction with 1.9M reactions from USPTO patents (1976-2016). Task: Predict the product of the given reaction. Given the reactants [CH3:1][O:2][C:3]1[N:8]=[C:7]([N:9]2[C:13]3=[N:14][CH:15]=[N:16][C:17]([NH:18]/[N:19]=[CH:20]/[C:21]4[CH:29]=[CH:28][C:24]([C:25](O)=[O:26])=[CH:23][CH:22]=4)=[C:12]3[CH:11]=[N:10]2)[CH:6]=[CH:5][CH:4]=1.Cl.[CH3:31][S:32]([CH2:35][CH2:36][NH2:37])(=[O:34])=[O:33].C(OP(C#N)(=O)OCC)C.C(N(CC)CC)C, predict the reaction product. The product is: [CH3:1][O:2][C:3]1[N:8]=[C:7]([N:9]2[C:13]3=[N:14][CH:15]=[N:16][C:17]([NH:18]/[N:19]=[CH:20]/[C:21]4[CH:22]=[CH:23][C:24]([C:25]([NH:37][CH2:36][CH2:35][S:32]([CH3:31])(=[O:34])=[O:33])=[O:26])=[CH:28][CH:29]=4)=[C:12]3[CH:11]=[N:10]2)[CH:6]=[CH:5][CH:4]=1.